Regression. Given two drug SMILES strings and cell line genomic features, predict the synergy score measuring deviation from expected non-interaction effect. From a dataset of NCI-60 drug combinations with 297,098 pairs across 59 cell lines. (1) Drug 1: C1CCN(CC1)CCOC2=CC=C(C=C2)C(=O)C3=C(SC4=C3C=CC(=C4)O)C5=CC=C(C=C5)O. Drug 2: CC(C)(C#N)C1=CC(=CC(=C1)CN2C=NC=N2)C(C)(C)C#N. Cell line: NCI-H226. Synergy scores: CSS=-4.49, Synergy_ZIP=1.91, Synergy_Bliss=-4.36, Synergy_Loewe=-10.3, Synergy_HSA=-10.2. (2) Drug 1: CCCS(=O)(=O)NC1=C(C(=C(C=C1)F)C(=O)C2=CNC3=C2C=C(C=N3)C4=CC=C(C=C4)Cl)F. Drug 2: C1=NC(=NC(=O)N1C2C(C(C(O2)CO)O)O)N. Cell line: SF-268. Synergy scores: CSS=-1.34, Synergy_ZIP=0.660, Synergy_Bliss=0.352, Synergy_Loewe=-8.43, Synergy_HSA=-4.22. (3) Drug 1: C1=NC2=C(N=C(N=C2N1C3C(C(C(O3)CO)O)O)F)N. Drug 2: CC1=C(C=C(C=C1)C(=O)NC2=CC(=CC(=C2)C(F)(F)F)N3C=C(N=C3)C)NC4=NC=CC(=N4)C5=CN=CC=C5. Cell line: MDA-MB-435. Synergy scores: CSS=1.83, Synergy_ZIP=5.69, Synergy_Bliss=2.80, Synergy_Loewe=2.29, Synergy_HSA=1.80. (4) Drug 1: CC1=C(C=C(C=C1)NC2=NC=CC(=N2)N(C)C3=CC4=NN(C(=C4C=C3)C)C)S(=O)(=O)N.Cl. Drug 2: C1=CC(=CC=C1C#N)C(C2=CC=C(C=C2)C#N)N3C=NC=N3. Cell line: SF-295. Synergy scores: CSS=6.44, Synergy_ZIP=-2.25, Synergy_Bliss=0.391, Synergy_Loewe=2.35, Synergy_HSA=2.00. (5) Drug 1: COC1=CC(=CC(=C1O)OC)C2C3C(COC3=O)C(C4=CC5=C(C=C24)OCO5)OC6C(C(C7C(O6)COC(O7)C8=CC=CS8)O)O. Drug 2: CC1=C(C(=O)C2=C(C1=O)N3CC4C(C3(C2COC(=O)N)OC)N4)N. Cell line: U251. Synergy scores: CSS=59.1, Synergy_ZIP=3.52, Synergy_Bliss=3.44, Synergy_Loewe=3.08, Synergy_HSA=8.99. (6) Drug 1: C1CCC(CC1)NC(=O)N(CCCl)N=O. Drug 2: C1CC(=O)NC(=O)C1N2C(=O)C3=CC=CC=C3C2=O. Cell line: TK-10. Synergy scores: CSS=8.10, Synergy_ZIP=-2.93, Synergy_Bliss=1.52, Synergy_Loewe=-1.87, Synergy_HSA=1.33. (7) Drug 1: CC=C1C(=O)NC(C(=O)OC2CC(=O)NC(C(=O)NC(CSSCCC=C2)C(=O)N1)C(C)C)C(C)C. Drug 2: C(CC(=O)O)C(=O)CN.Cl. Cell line: LOX IMVI. Synergy scores: CSS=46.6, Synergy_ZIP=-1.52, Synergy_Bliss=-0.224, Synergy_Loewe=-32.2, Synergy_HSA=-1.53. (8) Drug 1: CCN(CC)CCNC(=O)C1=C(NC(=C1C)C=C2C3=C(C=CC(=C3)F)NC2=O)C. Drug 2: C1CN(CCN1C(=O)CCBr)C(=O)CCBr. Cell line: MDA-MB-435. Synergy scores: CSS=6.46, Synergy_ZIP=-1.58, Synergy_Bliss=0.772, Synergy_Loewe=-1.57, Synergy_HSA=-0.560. (9) Drug 1: CN(C(=O)NC(C=O)C(C(C(CO)O)O)O)N=O. Drug 2: C1C(C(OC1N2C=NC3=C2NC=NCC3O)CO)O. Cell line: EKVX. Synergy scores: CSS=54.2, Synergy_ZIP=-2.02, Synergy_Bliss=-2.97, Synergy_Loewe=2.53, Synergy_HSA=1.34. (10) Drug 1: C1=NC2=C(N=C(N=C2N1C3C(C(C(O3)CO)O)O)F)N. Drug 2: CC1=C(C(=O)C2=C(C1=O)N3CC4C(C3(C2COC(=O)N)OC)N4)N. Cell line: EKVX. Synergy scores: CSS=10.5, Synergy_ZIP=-4.25, Synergy_Bliss=-3.49, Synergy_Loewe=-10.1, Synergy_HSA=-3.01.